Dataset: Full USPTO retrosynthesis dataset with 1.9M reactions from patents (1976-2016). Task: Predict the reactants needed to synthesize the given product. Given the product [CH2:11]([C:10]1[CH:9]=[C:8]([C:5]2[CH:6]=[CH:7][C:2]([CH3:1])=[CH:3][CH:4]=2)[N:15]([C:17]2[CH:18]=[C:19]([C:20]#[N:21])[CH:22]=[CH:23][N:24]=2)[N:16]=1)[CH3:12], predict the reactants needed to synthesize it. The reactants are: [CH3:1][C:2]1[CH:7]=[CH:6][C:5]([C:8](=O)[CH2:9][C:10](=O)[CH2:11][CH3:12])=[CH:4][CH:3]=1.[NH:15]([C:17]1[CH:18]=[C:19]([CH:22]=[CH:23][N:24]=1)[C:20]#[N:21])[NH2:16].CC(O)=O.